Dataset: Reaction yield outcomes from USPTO patents with 853,638 reactions. Task: Predict the reaction yield, written as a fraction of the theoretical maximum amount of product (1.0 means a 100% yield; for example, 0.34 means a 34% yield). (1) The reactants are [OH:1][CH2:2][C:3]1([CH3:29])[CH2:8][CH2:7][N:6]([CH2:9][C:10]2[CH:27]=[CH:26][C:13]([O:14][CH:15]3[CH2:18][N:17](C(OC(C)(C)C)=O)[CH2:16]3)=[CH:12][C:11]=2[CH3:28])[CH2:5][CH2:4]1.C(O)(C(F)(F)F)=O.O.C([O-])([O-])=O.[Na+].[Na+]. The catalyst is C(Cl)Cl. The product is [NH:17]1[CH2:18][CH:15]([O:14][C:13]2[CH:26]=[CH:27][C:10]([CH2:9][N:6]3[CH2:7][CH2:8][C:3]([CH2:2][OH:1])([CH3:29])[CH2:4][CH2:5]3)=[C:11]([CH3:28])[CH:12]=2)[CH2:16]1. The yield is 0.710. (2) The yield is 0.210. The reactants are [N+:1]([CH:4]([CH2:13][CH3:14])[CH:5]([C:7]1[CH:8]=[N:9][CH:10]=[CH:11][CH:12]=1)[OH:6])([O-])=O. The product is [NH2:1][CH:4]([CH2:13][CH3:14])[CH:5]([C:7]1[CH:8]=[N:9][CH:10]=[CH:11][CH:12]=1)[OH:6]. The catalyst is C(O)C.[Ni]. (3) The reactants are [NH2:1][C:2]1[C:7]([C:8]([C:10]2[CH:15]=[C:14]([F:16])[CH:13]=[CH:12][C:11]=2[O:17][CH3:18])=[O:9])=[CH:6][N:5]=[C:4]([NH:19][CH:20]2[CH2:25][CH2:24][N:23]([S:26]([CH2:29][CH2:30][CH2:31]Cl)(=[O:28])=[O:27])[CH2:22][CH2:21]2)[N:3]=1.[I-].[K+].[NH:35]1[CH2:39][CH2:38][CH2:37][CH2:36]1. The catalyst is O1CCOCC1. The product is [NH2:1][C:2]1[C:7]([C:8]([C:10]2[CH:15]=[C:14]([F:16])[CH:13]=[CH:12][C:11]=2[O:17][CH3:18])=[O:9])=[CH:6][N:5]=[C:4]([NH:19][CH:20]2[CH2:25][CH2:24][N:23]([S:26]([CH2:29][CH2:30][CH2:31][N:35]3[CH2:39][CH2:38][CH2:37][CH2:36]3)(=[O:28])=[O:27])[CH2:22][CH2:21]2)[N:3]=1. The yield is 0.400. (4) The reactants are [N:1]1[C:8](Cl)=[N:7][C:5](Cl)=[N:4][C:2]=1Cl.[F:10][C:11]1C=C(C=CC=1N)OC.CC[N:22]([CH:26]([CH3:28])[CH3:27])C(C)C.[CH:29]1([NH2:36])[CH2:35][CH2:34][CH2:33][CH2:32][CH2:31][CH2:30]1.[CH3:37][N:38]([CH3:42])[CH2:39][CH2:40][NH2:41].[C:43]([O:46][CH2:47][CH3:48])(=O)C. The catalyst is CC#N. The product is [CH:29]1([NH:36][C:2]2[N:4]=[C:5]([NH:41][CH2:40][CH2:39][N:38]([CH3:42])[CH3:37])[N:7]=[C:8]([NH:22][C:26]3[CH:27]=[CH:48][C:47]([O:46][CH3:43])=[C:11]([F:10])[CH:28]=3)[N:1]=2)[CH2:35][CH2:34][CH2:33][CH2:32][CH2:31][CH2:30]1. The yield is 0.280. (5) The reactants are [CH3:1][O:2][C:3]1[CH:13]=[CH:12][C:6](/[CH:7]=[CH:8]/[C:9]([OH:11])=O)=[CH:5][CH:4]=1.[CH3:14][N:15]([CH3:31])[CH:16]1[CH2:20][CH2:19][N:18]([C:21]2[S:22][C:23]3[CH:29]=[C:28]([NH2:30])[CH:27]=[CH:26][C:24]=3[N:25]=2)[CH2:17]1. No catalyst specified. The product is [CH3:14][N:15]([CH3:31])[CH:16]1[CH2:20][CH2:19][N:18]([C:21]2[S:22][C:23]3[CH:29]=[C:28]([NH:30][C:9](=[O:11])[CH:8]=[CH:7][C:6]4[CH:5]=[CH:4][C:3]([O:2][CH3:1])=[CH:13][CH:12]=4)[CH:27]=[CH:26][C:24]=3[N:25]=2)[CH2:17]1. The yield is 0.0600. (6) The reactants are [CH:1]([C:4]1[CH:14]=[CH:13][C:7]([O:8][CH2:9][C:10]([OH:12])=O)=[CH:6][C:5]=1[CH3:15])([CH3:3])[CH3:2].[C:16]([Cl:21])(=O)[C:17](Cl)=O.[NH2:22][C:23]1C=C[C:26](Cl)=[C:27]([CH:31]=1)[C:28]([OH:30])=[O:29].N1C=CC=CC=1. The catalyst is CN(C)C=O.ClCCl.C1COCC1. The product is [Cl:21][C:16]1[CH:17]=[CH:26][C:27]([C:28]([OH:30])=[O:29])=[CH:31][C:23]=1[NH:22][C:10](=[O:12])[CH2:9][O:8][C:7]1[CH:13]=[CH:14][C:4]([CH:1]([CH3:2])[CH3:3])=[C:5]([CH3:15])[CH:6]=1. The yield is 1.00. (7) The reactants are [F:1][C:2]1[CH:10]=[CH:9][CH:8]=[C:7]([N:11]2[N:15]=[CH:14][CH:13]=[N:12]2)[C:3]=1[C:4]([OH:6])=O.[C:16]([O:20][C:21]([N:23]1[CH2:30][CH:29]2[CH:25]([CH2:26][NH:27][CH2:28]2)[CH2:24]1)=[O:22])([CH3:19])([CH3:18])[CH3:17].CN(C(ON1N=NC2C=CC=NC1=2)=[N+](C)C)C.F[P-](F)(F)(F)(F)F.CCN(C(C)C)C(C)C. The catalyst is CN(C=O)C.CCOC(C)=O. The product is [C:16]([O:20][C:21]([N:23]1[CH2:24][CH:25]2[CH:29]([CH2:28][N:27]([C:4](=[O:6])[C:3]3[C:7]([N:11]4[N:15]=[CH:14][CH:13]=[N:12]4)=[CH:8][CH:9]=[CH:10][C:2]=3[F:1])[CH2:26]2)[CH2:30]1)=[O:22])([CH3:19])([CH3:17])[CH3:18]. The yield is 0.195. (8) The reactants are Cl[CH:2]([C:10]1[CH:15]=[CH:14][CH:13]=[CH:12][CH:11]=1)[CH:3]1[CH2:8][CH2:7][N:6]([CH3:9])[CH2:5][CH2:4]1.N1CCNCC1.C([O-])([O-])=[O:23].[K+].[K+]. The catalyst is CC(=O)CC. The product is [CH3:9][N:6]1[CH2:7][CH2:8][CH:3]([C:2]([C:10]2[CH:15]=[CH:14][CH:13]=[CH:12][CH:11]=2)=[O:23])[CH2:4][CH2:5]1. The yield is 0.700. (9) The reactants are [Cl:1][C:2]1[CH:7]=[CH:6][C:5]([CH:8]([C:15]2[CH:20]=[CH:19][CH:18]=[CH:17][CH:16]=2)[N:9]2[CH2:14][CH2:13][NH:12][CH2:11][CH2:10]2)=[CH:4][CH:3]=1.Cl[CH2:22][CH2:23][O:24][CH2:25][C:26]([NH2:28])=[O:27].C(=O)([O-])[O-].[Na+].[Na+].C. The catalyst is [I-].[K+].C1(C)C=CC=CC=1. The product is [Cl:1][C:2]1[CH:3]=[CH:4][C:5]([CH:8]([C:15]2[CH:16]=[CH:17][CH:18]=[CH:19][CH:20]=2)[N:9]2[CH2:10][CH2:11][N:12]([CH2:22][CH2:23][O:24][CH2:25][C:26]([NH2:28])=[O:27])[CH2:13][CH2:14]2)=[CH:6][CH:7]=1. The yield is 0.796. (10) The reactants are [Cl:1][C:2]1[CH:11]=[C:10](Cl)[C:9]2[C:4](=[CH:5][CH:6]=[C:7]([O:13][CH3:14])[CH:8]=2)[N:3]=1.CO.[NH3:17]. No catalyst specified. The product is [Cl:1][C:2]1[CH:11]=[C:10]([NH2:17])[C:9]2[C:4](=[CH:5][CH:6]=[C:7]([O:13][CH3:14])[CH:8]=2)[N:3]=1. The yield is 0.550.